From a dataset of Reaction yield outcomes from USPTO patents with 853,638 reactions. Predict the reaction yield, written as a fraction of the theoretical maximum amount of product (1.0 means a 100% yield; for example, 0.34 means a 34% yield). The reactants are [Cl:1][C:2]1[CH:7]=[CH:6][C:5]([C:8]2[N:12]([C:13]3[CH:18]=[CH:17][C:16]([S:19]([NH2:22])(=[O:21])=[O:20])=[CH:15][CH:14]=3)[N:11]=[C:10]([CH2:23]Cl)[CH:9]=2)=[CH:4][CH:3]=1.[C-:25]#[N:26].[Na+]. The catalyst is CS(C)=O.O. The product is [Cl:1][C:2]1[CH:3]=[CH:4][C:5]([C:8]2[N:12]([C:13]3[CH:14]=[CH:15][C:16]([S:19]([NH2:22])(=[O:20])=[O:21])=[CH:17][CH:18]=3)[N:11]=[C:10]([CH2:23][C:25]#[N:26])[CH:9]=2)=[CH:6][CH:7]=1. The yield is 0.750.